The task is: Predict the reactants needed to synthesize the given product.. This data is from Full USPTO retrosynthesis dataset with 1.9M reactions from patents (1976-2016). (1) Given the product [NH2:1][C:2]([NH:4][C:5]1[CH:9]=[C:8]([C:10]2[CH:15]=[CH:14][CH:13]=[CH:12][C:11]=2[OH:16])[S:7][C:6]=1[C:18]([NH2:20])=[O:19])=[O:3], predict the reactants needed to synthesize it. The reactants are: [NH2:1][C:2]([NH:4][C:5]1[CH:9]=[C:8]([C:10]2[CH:15]=[CH:14][CH:13]=[CH:12][C:11]=2[O:16]C)[S:7][C:6]=1[C:18]([NH2:20])=[O:19])=[O:3].B(Br)(Br)Br.CO. (2) Given the product [F:24][C:2]([F:1])([F:23])[C:3]1[CH:4]=[C:5]([C@H:13]2[O:17][C:16](=[O:18])[N:15]([CH2:19][C:20]#[C:21][C:26]3[CH:31]=[C:30]([CH:32]([CH3:34])[CH3:33])[C:29]([F:35])=[CH:28][C:27]=3[O:36][CH3:37])[C@H:14]2[CH3:22])[CH:6]=[C:7]([C:9]([F:10])([F:11])[F:12])[CH:8]=1, predict the reactants needed to synthesize it. The reactants are: [F:1][C:2]([F:24])([F:23])[C:3]1[CH:4]=[C:5]([C@H:13]2[O:17][C:16](=[O:18])[N:15]([CH2:19][C:20]#[CH:21])[C@H:14]2[CH3:22])[CH:6]=[C:7]([C:9]([F:12])([F:11])[F:10])[CH:8]=1.Br[C:26]1[CH:31]=[C:30]([CH:32]([CH3:34])[CH3:33])[C:29]([F:35])=[CH:28][C:27]=1[O:36][CH3:37].C1(P(C2C=CC=CC=2)C2C=CC=CC=2)C=CC=CC=1.C(NCC)C. (3) The reactants are: [CH2:1]([O:3][C:4]([C:6]1[N:7]([CH2:18][C:19]2[C:28]3[C:23](=[CH:24][CH:25]=[C:26]([F:29])[CH:27]=3)[CH:22]=[CH:21][CH:20]=2)[C:8]2[C:13]([C:14]=1[CH2:15][NH:16][CH3:17])=[CH:12][CH:11]=[CH:10][CH:9]=2)=[O:5])[CH3:2].Cl.Cl[C:32]([O:34][CH3:35])=[O:33]. Given the product [CH2:1]([O:3][C:4]([C:6]1[N:7]([CH2:18][C:19]2[C:28]3[C:23](=[CH:24][CH:25]=[C:26]([F:29])[CH:27]=3)[CH:22]=[CH:21][CH:20]=2)[C:8]2[C:13]([C:14]=1[CH2:15][N:16]([C:32]([O:34][CH3:35])=[O:33])[CH3:17])=[CH:12][CH:11]=[CH:10][CH:9]=2)=[O:5])[CH3:2], predict the reactants needed to synthesize it. (4) The reactants are: C(N1[CH2:13][CH2:12][C:11](=O)[CH2:10]C1)C1C=CC=CC=1.[F:15][C:16]([F:48])([F:47])[C:17]1[CH:18]=[C:19]([CH:40]=[C:41]([C:43]([F:46])([F:45])[F:44])[CH:42]=1)[C:20]([N:22]1[CH2:39][CH2:38][C:25]2([N:29]([C:30]3[CH:35]=[CH:34][CH:33]=[CH:32][CH:31]=3)[CH:28]([CH3:36])[NH:27][C:26]2=[O:37])[CH2:24][CH2:23]1)=[O:21].C1(CBr)CC1. Given the product [F:48][C:16]([F:15])([F:47])[C:17]1[CH:18]=[C:19]([CH:40]=[C:41]([C:43]([F:46])([F:45])[F:44])[CH:42]=1)[C:20]([N:22]1[CH2:23][CH2:24][C:25]2([N:29]([C:30]3[CH:31]=[CH:32][CH:33]=[CH:34][CH:35]=3)[CH:28]([CH3:36])[N:27]([CH2:10][CH:11]3[CH2:13][CH2:12]3)[C:26]2=[O:37])[CH2:38][CH2:39]1)=[O:21], predict the reactants needed to synthesize it.